This data is from Reaction yield outcomes from USPTO patents with 853,638 reactions. The task is: Predict the reaction yield, written as a fraction of the theoretical maximum amount of product (1.0 means a 100% yield; for example, 0.34 means a 34% yield). (1) The yield is 0.745. The product is [CH2:34]([N:1]([CH:27]1[CH2:32][CH2:31][CH:30]([OH:33])[CH2:29][CH2:28]1)[C:2]1[C:17]2[CH2:16][CH:15]=[CH:14][CH2:13][CH2:12][C:11]3[CH:18]=[C:19]([CH3:24])[N:20]=[C:21]([O:22][CH3:23])[C:10]=3[CH2:9][NH:8][C:7](=[O:25])[C:6]=2[CH:5]=[CH:4][CH:3]=1)[CH3:35]. The catalyst is O.C(Cl)Cl.ClCCCl. The reactants are [NH2:1][C:2]1[C:17]2[CH2:16][CH:15]=[CH:14][CH2:13][CH2:12][C:11]3[CH:18]=[C:19]([CH3:24])[N:20]=[C:21]([O:22][CH3:23])[C:10]=3[CH2:9][NH:8][C:7](=[O:25])[C:6]=2[CH:5]=[CH:4][CH:3]=1.O[CH:27]1[CH2:32][CH2:31][C:30](=[O:33])[CH2:29][CH2:28]1.[CH3:34][C:35](O)=O.[BH-](OC(C)=O)(OC(C)=O)OC(C)=O.[Na+].C(=O)C.C([O-])(O)=O.[Na+]. (2) The reactants are B.CSC.[CH:5]1([CH2:10][CH2:11][CH2:12][N:13]2[C:17](=[O:18])[N:16]([C:19]3[CH:24]=[CH:23][C:22]([NH:25][S:26]([C:29]4[CH:30]=[C:31]5[C:36](=[CH:37][CH:38]=4)[O:35][CH:34]([C:39]([NH2:41])=O)[CH2:33][CH2:32]5)(=[O:28])=[O:27])=[CH:21][CH:20]=3)[N:15]=[N:14]2)[CH2:9][CH2:8][CH2:7][CH2:6]1.Cl.[OH-].[Na+]. The catalyst is O1CCCC1.CO. The product is [CH:5]1([CH2:10][CH2:11][CH2:12][N:13]2[C:17](=[O:18])[N:16]([C:19]3[CH:20]=[CH:21][C:22]([NH:25][S:26]([C:29]4[CH:30]=[C:31]5[C:36](=[CH:37][CH:38]=4)[O:35][CH:34]([CH2:39][NH2:41])[CH2:33][CH2:32]5)(=[O:27])=[O:28])=[CH:23][CH:24]=3)[N:15]=[N:14]2)[CH2:9][CH2:8][CH2:7][CH2:6]1. The yield is 0.800. (3) The reactants are [ClH:1].[OH:2][C@H:3]1[CH2:7][NH:6][C@H:5]([C:8]([NH:10][CH2:11][C:12]2[CH:17]=[CH:16][C:15]([C:18]3[S:22][CH:21]=[N:20][C:19]=3[CH3:23])=[CH:14][CH:13]=2)=[O:9])[CH2:4]1.C(O[C:29]([N:31](C)[C@@H:32]([CH:36]([CH3:38])[CH3:37])[C:33](O)=[O:34])=O)(C)(C)C.CCN(C(C)C)C(C)C.CN(C(ON1N=NC2C=CC=NC1=2)=[N+](C)C)C.F[P-](F)(F)(F)(F)F.Cl.O1CCOCC1. The catalyst is CN(C=O)C. The product is [ClH:1].[OH:2][C@H:3]1[CH2:7][N:6]([C:33](=[O:34])[C@@H:32]([NH:31][CH3:29])[CH:36]([CH3:38])[CH3:37])[C@H:5]([C:8]([NH:10][CH2:11][C:12]2[CH:13]=[CH:14][C:15]([C:18]3[S:22][CH:21]=[N:20][C:19]=3[CH3:23])=[CH:16][CH:17]=2)=[O:9])[CH2:4]1. The yield is 0.810. (4) The reactants are Br[C:2]1[CH:3]=[CH:4][C:5]([OH:36])=[C:6]([C:8]2[CH:17]=[CH:16][C:15]3[C:10](=[CH:11][CH:12]=[C:13]([C:18]4[N:22]([CH:23]5[CH2:28][CH2:27][CH2:26][CH2:25][CH2:24]5)[C:21]5[CH:29]=[CH:30][C:31]([C:33]([OH:35])=[O:34])=[CH:32][C:20]=5[N:19]=4)[CH:14]=3)[N:9]=2)[CH:7]=1.O[C:38]1[CH:47]=CC2[C:40](=[CH:47][CH:38]=[CH:39][CH:40]=2)[C:39]=1C(=O)C.[OH-].[K+]. The catalyst is C(O)C. The product is [CH:23]1([N:22]2[C:21]3[CH:29]=[CH:30][C:31]([C:33]([OH:35])=[O:34])=[CH:32][C:20]=3[N:19]=[C:18]2[C:13]2[CH:14]=[C:15]3[C:10](=[CH:11][CH:12]=2)[N:9]=[C:8]([C:6]2[C:7]4[C:2](=[CH:47][CH:38]=[CH:39][CH:40]=4)[CH:3]=[CH:4][C:5]=2[OH:36])[CH:17]=[CH:16]3)[CH2:28][CH2:27][CH2:26][CH2:25][CH2:24]1. The yield is 0.0600. (5) The catalyst is C(OC)(OC)OC. The yield is 0.790. The reactants are [Br:1][C:2]1[CH:7]=[C:6]([NH:8][CH2:9][C:10]2[CH:15]=[CH:14][C:13]([O:16][CH3:17])=[CH:12][CH:11]=2)[C:5]([NH2:18])=[CH:4][CH:3]=1.[CH3:19]C1C=CC(S(O)(=O)=O)=CC=1.O. The product is [Br:1][C:2]1[CH:3]=[CH:4][C:5]2[N:18]=[CH:19][N:8]([CH2:9][C:10]3[CH:15]=[CH:14][C:13]([O:16][CH3:17])=[CH:12][CH:11]=3)[C:6]=2[CH:7]=1. (6) The product is [CH:8]([C:7]1[CH:10]=[CH:11][C:4]([C:1]([CH2:26][NH:27][CH2:28][CH2:29][N:30]2[CH2:35][CH2:34][CH:33]([O:36][C:37](=[O:51])[NH:38][C:39]3[CH:44]=[CH:43][CH:42]=[CH:41][C:40]=3[C:45]3[CH:50]=[CH:49][CH:48]=[CH:47][CH:46]=3)[CH2:32][CH2:31]2)=[O:3])=[CH:5][CH:6]=1)=[O:9]. The reactants are [C:1]([C:4]1[CH:11]=[CH:10][C:7]([CH:8]=[O:9])=[CH:6][CH:5]=1)([OH:3])=O.C(Cl)CCl.C1C=CC2N(O)N=NC=2C=1.[CH3:26][NH:27][CH2:28][CH2:29][N:30]1[CH2:35][CH2:34][CH:33]([O:36][C:37](=[O:51])[NH:38][C:39]2[CH:44]=[CH:43][CH:42]=[CH:41][C:40]=2[C:45]2[CH:50]=[CH:49][CH:48]=[CH:47][CH:46]=2)[CH2:32][CH2:31]1. The catalyst is C(Cl)Cl. The yield is 0.920. (7) The reactants are [CH3:1][O:2][C:3](=[O:21])[C:4]1[CH:9]=[C:8]([C:10](=[O:12])[CH3:11])[C:7]([C:13]([F:16])([F:15])[F:14])=[CH:6][C:5]=1[NH:17][C:18](=[O:20])[CH3:19]. The catalyst is [Pd].C1COCC1. The product is [CH3:1][O:2][C:3](=[O:21])[C:4]1[CH:9]=[C:8]([CH:10]([OH:12])[CH3:11])[C:7]([C:13]([F:16])([F:15])[F:14])=[CH:6][C:5]=1[NH:17][C:18](=[O:20])[CH3:19]. The yield is 0.910.